This data is from Full USPTO retrosynthesis dataset with 1.9M reactions from patents (1976-2016). The task is: Predict the reactants needed to synthesize the given product. (1) Given the product [ClH:16].[CH3:17][O:19][C:20]([C:22]1[S:26][C:25]2[CH:27]=[C:28]([CH2:31][NH2:32])[CH:29]=[CH:30][C:24]=2[CH:23]=1)=[O:21], predict the reactants needed to synthesize it. The reactants are: COC(C1SC2C=C(CO)C=CC=2C=1)=O.[ClH:16].[CH2:17]([O:19][C:20]([C:22]1[S:26][C:25]2[CH:27]=[C:28]([CH2:31][NH2:32])[CH:29]=[CH:30][C:24]=2[CH:23]=1)=[O:21])C. (2) Given the product [F:27][C:12]1[C:8]2[CH2:9][CH2:10][CH2:11][C:5]3[CH:4]=[N:2][O:28][C:6]=3[C:7]=2[CH:15]=[CH:14][C:13]=1[N:16]1[CH2:20][C@H:19]([CH2:21][NH:22][C:23](=[O:25])[CH3:24])[O:18][C:17]1=[O:26], predict the reactants needed to synthesize it. The reactants are: C[N:2]([CH:4]=[C:5]1[CH2:11][CH2:10][CH2:9][C:8]2[C:12]([F:27])=[C:13]([N:16]3[CH2:20][C@H:19]([CH2:21][NH:22][C:23](=[O:25])[CH3:24])[O:18][C:17]3=[O:26])[CH:14]=[CH:15][C:7]=2[C:6]1=[O:28])C.NOS(O)(=O)=O. (3) Given the product [I:1][CH2:2][C:3]1[N:4]=[C:5]([C:14]2[CH:15]=[CH:16][CH:17]=[C:18]([C:29]([F:39])([F:38])[F:28])[CH:19]=2)[O:6][C:7]=1[CH3:8], predict the reactants needed to synthesize it. The reactants are: [I:1][CH2:2][C:3]1[N:4]=[C:5]([C:14]2[CH:19]=[CH:18][C:17](C)=[CH:16][CH:15]=2)[O:6][C:7]=1[C:8]1C=CC=CC=1.C/C(/C(C)=O)=N\O.[F:28][C:29]([F:39])([F:38])C1C=C(C=CC=1)C=O. (4) Given the product [OH:24][C:21]1[CH:20]=[CH:19][C:18]([C:17]2[CH:8]([C:5]3[CH:4]=[CH:3][C:2]([I:1])=[CH:7][CH:6]=3)[O:9][C:10]3[C:15]([C:16]=2[C:32]([F:35])([F:33])[F:34])=[CH:14][C:13]([OH:36])=[CH:12][CH:11]=3)=[CH:23][CH:22]=1, predict the reactants needed to synthesize it. The reactants are: [I:1][C:2]1[CH:7]=[CH:6][C:5]([CH:8]2[CH:17]([C:18]3[CH:23]=[CH:22][C:21]([O:24]C4CCCCO4)=[CH:20][CH:19]=3)[C:16]([C:32]([F:35])([F:34])[F:33])(O)[C:15]3[C:10](=[CH:11][CH:12]=[C:13]([O:36]C4CCCCO4)[CH:14]=3)[O:9]2)=[CH:4][CH:3]=1.CC1C=CC(S(O)(=O)=O)=CC=1. (5) Given the product [CH3:68][N:69]1[CH2:74][CH2:73][N:72]([CH:75]2[CH2:80][CH2:79][N:78]([C:19](=[O:20])[C@H:18]([NH:17][C:15]([N:12]3[CH2:11][CH2:10][CH:9]([N:8]4[CH2:7][CH2:6][C:5]5[CH:33]=[CH:34][CH:35]=[CH:36][C:4]=5[NH:3][C:2]4=[O:1])[CH2:14][CH2:13]3)=[O:16])[CH2:22][C:23]3[CH:32]=[CH:31][C:30]4[CH2:29][CH2:28][CH2:27][CH2:26][C:25]=4[CH:24]=3)[CH2:77][CH2:76]2)[CH2:71][CH2:70]1, predict the reactants needed to synthesize it. The reactants are: [O:1]=[C:2]1[N:8]([CH:9]2[CH2:14][CH2:13][N:12]([C:15]([NH:17][C@H:18]([CH2:22][C:23]3[CH:32]=[CH:31][C:30]4[CH2:29][CH2:28][CH2:27][CH2:26][C:25]=4[CH:24]=3)[C:19](O)=[O:20])=[O:16])[CH2:11][CH2:10]2)[CH2:7][CH2:6][C:5]2[CH:33]=[CH:34][CH:35]=[CH:36][C:4]=2[NH:3]1.CN(C(ON1N=NC2C=CC=CC1=2)=[N+](C)C)C.[B-](F)(F)(F)F.C(N(C(C)C)C(C)C)C.[CH3:68][N:69]1[CH2:74][CH2:73][N:72]([CH:75]2[CH2:80][CH2:79][NH:78][CH2:77][CH2:76]2)[CH2:71][CH2:70]1.C([O-])([O-])=O.[K+].[K+]. (6) Given the product [O:44]1[CH2:45][CH2:46][N:41]([C:2]2[N:7]=[C:6]([O:8][C:9]3[CH:34]=[CH:33][CH:32]=[CH:31][C:10]=3[CH2:11][NH:12][C:13]([NH:15][C:16]3[N:20]([C:21]4[CH:26]=[CH:25][CH:24]=[CH:23][CH:22]=4)[N:19]=[C:18]([C:27]([CH3:28])([CH3:30])[CH3:29])[CH:17]=3)=[O:14])[CH:5]=[CH:4][N:3]=2)[CH2:42][CH2:43]1, predict the reactants needed to synthesize it. The reactants are: Cl[C:2]1[N:7]=[C:6]([O:8][C:9]2[CH:34]=[CH:33][CH:32]=[CH:31][C:10]=2[CH2:11][NH:12][C:13]([NH:15][C:16]2[N:20]([C:21]3[CH:26]=[CH:25][CH:24]=[CH:23][CH:22]=3)[N:19]=[C:18]([C:27]([CH3:30])([CH3:29])[CH3:28])[CH:17]=2)=[O:14])[CH:5]=[CH:4][N:3]=1.C(=O)([O-])[O-].[Na+].[Na+].[NH:41]1[CH2:46][CH2:45][O:44][CH2:43][CH2:42]1.